From a dataset of Full USPTO retrosynthesis dataset with 1.9M reactions from patents (1976-2016). Predict the reactants needed to synthesize the given product. (1) Given the product [CH3:33][Si:2]([CH3:1])([CH3:32])[CH2:3][CH2:4][O:5][CH2:6][N:7]1[C:11]2[N:12]=[CH:13][N:14]=[C:15]([C:16]3[CH:17]=[N:18][N:19]([CH:21]([CH2:27][C:28]([OH:30])=[O:29])[CH2:22][C:23]([OH:25])=[O:24])[CH:20]=3)[C:10]=2[CH:9]=[CH:8]1, predict the reactants needed to synthesize it. The reactants are: [CH3:1][Si:2]([CH3:33])([CH3:32])[CH2:3][CH2:4][O:5][CH2:6][N:7]1[C:11]2[N:12]=[CH:13][N:14]=[C:15]([C:16]3[CH:17]=[N:18][N:19]([CH:21]([CH2:27][C:28]([O:30]C)=[O:29])[CH2:22][C:23]([O:25]C)=[O:24])[CH:20]=3)[C:10]=2[CH:9]=[CH:8]1.CO.O.[OH-].[Li+]. (2) Given the product [NH2:23][C:20]1[CH:21]=[CH:22][C:17]([O:16][C:3]2[CH:4]=[C:5]([NH:8][C:9](=[O:15])[O:10][C:11]([CH3:13])([CH3:12])[CH3:14])[CH:6]=[CH:7][C:2]=2[CH3:1])=[N:18][CH:19]=1, predict the reactants needed to synthesize it. The reactants are: [CH3:1][C:2]1[CH:7]=[CH:6][C:5]([NH:8][C:9](=[O:15])[O:10][C:11]([CH3:14])([CH3:13])[CH3:12])=[CH:4][C:3]=1[O:16][C:17]1[CH:22]=[CH:21][C:20]([N+:23]([O-])=O)=[CH:19][N:18]=1.CN1CCCC1=O. (3) The reactants are: N(C(OC(C)(C)C)=O)=NC(OC(C)(C)C)=O.[CH:17]1([OH:23])[CH2:21][CH2:20][CH:19]([OH:22])[CH2:18]1.[F:24][C:25]1[CH:26]=[CH:27][C:28]([N+:32]([O-:34])=[O:33])=[C:29](O)[CH:30]=1.C1(P(C2C=CC=CC=2)C2C=CC=CC=2)C=CC=CC=1.Cl. Given the product [F:24][C:25]1[CH:30]=[CH:29][C:28]([N+:32]([O-:34])=[O:33])=[C:27]([CH:26]=1)[O:22][CH:19]1[CH2:20][CH2:21][CH:17]([OH:23])[CH2:18]1, predict the reactants needed to synthesize it. (4) Given the product [C:3]([N:28]1[CH2:29][CH2:30][CH:26]([O:25][C:23]2[CH:24]=[C:19]([N:13]3[C:12]([CH3:32])([CH3:31])[C:11]4[C:15](=[CH:16][CH:17]=[C:9]([Cl:8])[CH:10]=4)[C:14]3=[O:18])[CH:20]=[N:21][CH:22]=2)[CH2:27]1)(=[O:4])[CH3:2], predict the reactants needed to synthesize it. The reactants are: F[C:2](F)(F)[C:3](O)=[O:4].[Cl:8][C:9]1[CH:10]=[C:11]2[C:15](=[CH:16][CH:17]=1)[C:14](=[O:18])[N:13]([C:19]1[CH:20]=[N:21][CH:22]=[C:23]([O:25][CH:26]3[CH2:30][CH2:29][NH:28][CH2:27]3)[CH:24]=1)[C:12]2([CH3:32])[CH3:31].CCN(CC)CC.C(Cl)(=O)C. (5) Given the product [Cl:20][C:11]1[CH:10]=[C:9]([CH2:8][O:7][CH:1]2[CH2:6][CH2:5][CH2:4][CH2:3][CH2:2]2)[N:14]=[C:13]([S:15][CH3:16])[N:12]=1, predict the reactants needed to synthesize it. The reactants are: [CH:1]1([O:7][CH2:8][C:9]2[N:14]=[C:13]([S:15][CH3:16])[NH:12][C:11](=O)[CH:10]=2)[CH2:6][CH2:5][CH2:4][CH2:3][CH2:2]1.S(Cl)([Cl:20])=O. (6) Given the product [NH2:28][CH:27]1[CH2:26][C:25]2([CH2:24][N:4]([C:11]([O:13][C:14]([CH3:15])([CH3:19])[CH3:36])=[O:12])[CH2:1]2)[CH2:30]1, predict the reactants needed to synthesize it. The reactants are: [CH:1]([N:4](CC)C(C)C)(C)C.Cl[C:11]([O:13][C:14]1[CH:19]=CC([N+]([O-])=O)=C[CH:15]=1)=[O:12].O[CH2:24][C:25]1O[N:28]=[C:27]([C:30](OCC)=O)[CH:26]=1.Cl[CH:36](Cl)C. (7) Given the product [OH:12][CH:11]([C:13]1[N:17]2[C:18](=[O:33])[CH:19]=[C:20]([CH2:22][N:23]([CH2:31][CH3:32])[C:24]3[CH:25]=[CH:26][C:27]([F:30])=[CH:28][CH:29]=3)[N:21]=[C:16]2[S:15][C:14]=1[CH3:34])[CH2:10][CH2:9][OH:8], predict the reactants needed to synthesize it. The reactants are: C([O:8][CH2:9][CH2:10][CH:11]([C:13]1[N:17]2[C:18](=[O:33])[CH:19]=[C:20]([CH2:22][N:23]([CH2:31][CH3:32])[C:24]3[CH:29]=[CH:28][C:27]([F:30])=[CH:26][CH:25]=3)[N:21]=[C:16]2[S:15][C:14]=1[CH3:34])[OH:12])C1C=CC=CC=1.B(Cl)(Cl)Cl. (8) Given the product [NH2:1][C:2]1[S:3][C:4]([I:19])=[C:5]([C:7]([O:9][CH2:10][CH3:11])=[O:8])[N:6]=1, predict the reactants needed to synthesize it. The reactants are: [NH2:1][C:2]1[S:3][CH:4]=[C:5]([C:7]([O:9][CH2:10][CH3:11])=[O:8])[N:6]=1.C1C(=O)N([I:19])C(=O)C1.